From a dataset of Forward reaction prediction with 1.9M reactions from USPTO patents (1976-2016). Predict the product of the given reaction. (1) The product is: [CH3:1][O:2][C:3]1[CH:4]=[C:5]2[C:10](=[CH:11][C:12]=1[O:13][CH3:14])[N:9]=[CH:8][CH:7]=[C:6]2[O:15][C:16]1[CH:22]=[CH:21][C:19]([NH:20][C:27](=[O:33])[O:26][CH2:24][CH:35]2[CH2:40][CH2:39][CH2:38][CH2:37][CH2:36]2)=[CH:18][CH:17]=1. Given the reactants [CH3:1][O:2][C:3]1[CH:4]=[C:5]2[C:10](=[CH:11][C:12]=1[O:13][CH3:14])[N:9]=[CH:8][CH:7]=[C:6]2[O:15][C:16]1[CH:22]=[CH:21][C:19]([NH2:20])=[CH:18][CH:17]=1.Cl[C:24](Cl)([O:26][C:27](=[O:33])OC(Cl)(Cl)Cl)Cl.[CH:35]1(CO)[CH2:40][CH2:39][CH2:38][CH2:37][CH2:36]1.C(=O)(O)[O-].[Na+], predict the reaction product. (2) Given the reactants FC1C=CC(COC2C(=O)N([CH:16]3[CH2:39][C:21]4[N:22]([S:29]([C:32]5[CH:38]=[CH:37][C:35]([CH3:36])=[CH:34][CH:33]=5)(=[O:31])=[O:30])[C:23]5[CH:24]=[CH:25][CH:26]=[CH:27][C:28]=5[C:20]=4[CH2:19][CH2:18][N:17]3[C:40]([O-:42])=[O:41])C=CC=2)=NC=1.[F:44][C:45]1[CH:46]=[CH:47][C:48]([CH2:51][O:52][C:53]2[CH:58]=[CH:57][NH:56][C:55](=[O:59])[CH:54]=2)=[N:49][CH:50]=1.C([O-])([O-])=O.[Cs+].[Cs+].OC1C=C[CH:70]=[C:71]2[C:76]=1N=CC=[CH:72]2, predict the reaction product. The product is: [C:71]([O:42][C:40]([N:17]1[CH2:18][CH2:19][C:20]2[C:28]3[CH:27]=[CH:26][C:25]([N:56]4[CH:57]=[CH:58][C:53]([O:52][CH2:51][C:48]5[CH:47]=[CH:46][C:45]([F:44])=[CH:50][N:49]=5)=[CH:54][C:55]4=[O:59])=[CH:24][C:23]=3[N:22]([S:29]([C:32]3[CH:33]=[CH:34][C:35]([CH3:36])=[CH:37][CH:38]=3)(=[O:30])=[O:31])[C:21]=2[CH2:39][CH2:16]1)=[O:41])([CH3:76])([CH3:72])[CH3:70]. (3) Given the reactants [CH3:1][O:2][C:3]1[C:11](B2OC(C)(C)C(C)(C)O2)=[CH:10][CH:9]=[C:8]2[C:4]=1[CH2:5][C:6](=[O:22])[N:7]2[CH3:21].Br[C:24]1[CH:25]=[C:26]([CH2:30][OH:31])[CH:27]=[N:28][CH:29]=1.COCCOC.C(=O)([O-])[O-].[Na+].[Na+], predict the reaction product. The product is: [OH:31][CH2:30][C:26]1[CH:25]=[C:24]([C:11]2[C:3]([O:2][CH3:1])=[C:4]3[C:8](=[CH:9][CH:10]=2)[N:7]([CH3:21])[C:6](=[O:22])[CH2:5]3)[CH:29]=[N:28][CH:27]=1. (4) The product is: [CH2:1]([O:3][C:4]([C:6]1[C:7]([OH:25])=[C:8]2[C:15]([Br:16])=[C:14]([Br:17])[N:13]([CH2:18][C:19]3[CH:24]=[CH:23][CH:22]=[CH:21][CH:20]=3)[C:9]2=[C:10]([C:26]#[N:27])[N:11]=1)=[O:5])[CH3:2]. Given the reactants [CH2:1]([O:3][C:4]([C:6]1[C:7]([OH:25])=[C:8]2[C:15]([Br:16])=[C:14]([Br:17])[N:13]([CH2:18][C:19]3[CH:24]=[CH:23][CH:22]=[CH:21][CH:20]=3)[C:9]2=[C:10](Br)[N:11]=1)=[O:5])[CH3:2].[C:26]([Cu])#[N:27], predict the reaction product. (5) Given the reactants [CH:1]([C:4]1[N:8]([C:9]2[CH:10]=[C:11]([CH:15]=[C:16]([C:18]3[CH:23]=[CH:22][C:21]([CH3:24])=[CH:20][N:19]=3)[CH:17]=2)[C:12](O)=[O:13])[N:7]=[CH:6][N:5]=1)([CH3:3])[CH3:2].[CH3:25][C:26]1[N:27]=[CH:28][C:29]([CH2:32][NH2:33])=[N:30][CH:31]=1.CCN=C=NCCCN(C)C.C1C=CC2N(O)N=NC=2C=1.CN1CCOCC1, predict the reaction product. The product is: [CH:1]([C:4]1[N:8]([C:9]2[CH:10]=[C:11]([CH:15]=[C:16]([C:18]3[CH:23]=[CH:22][C:21]([CH3:24])=[CH:20][N:19]=3)[CH:17]=2)[C:12]([NH:33][CH2:32][C:29]2[CH:28]=[N:27][C:26]([CH3:25])=[CH:31][N:30]=2)=[O:13])[N:7]=[CH:6][N:5]=1)([CH3:2])[CH3:3].